This data is from Full USPTO retrosynthesis dataset with 1.9M reactions from patents (1976-2016). The task is: Predict the reactants needed to synthesize the given product. (1) Given the product [Cl:1][C:2]1[CH:3]=[CH:4][C:5]([C:28]([F:31])([F:29])[F:30])=[C:6]([CH:27]=1)[CH2:7][N:8]1[CH2:13][CH2:12][NH:11][C:10]2[N:14]=[CH:15][C:16]([C:18]3[CH:19]=[C:20]([CH:24]=[CH:25][CH:26]=3)[C:21]([NH:41][CH2:40][C:39]3[CH:38]=[CH:37][C:36]([S:33]([CH3:32])(=[O:35])=[O:34])=[CH:43][CH:42]=3)=[O:22])=[CH:17][C:9]1=2, predict the reactants needed to synthesize it. The reactants are: [Cl:1][C:2]1[CH:3]=[CH:4][C:5]([C:28]([F:31])([F:30])[F:29])=[C:6]([CH:27]=1)[CH2:7][N:8]1[CH2:13][CH2:12][NH:11][C:10]2[N:14]=[CH:15][C:16]([C:18]3[CH:19]=[C:20]([CH:24]=[CH:25][CH:26]=3)[C:21](O)=[O:22])=[CH:17][C:9]1=2.[CH3:32][S:33]([C:36]1[CH:43]=[CH:42][C:39]([CH2:40][NH2:41])=[CH:38][CH:37]=1)(=[O:35])=[O:34]. (2) The reactants are: [C:1]([C:3]1[C:4]([N:17]2[CH2:22]CC(C(O)=O)C[CH2:18]2)=[N:5][C:6]([CH3:16])=[C:7]([C:9]2[O:10][C:11]([CH2:14][CH3:15])=[CH:12][N:13]=2)[CH:8]=1)#[N:2].CN(C(ON1N=NC2C=[CH:38][CH:39]=NC1=2)=[N+](C)C)C.F[P-](F)(F)(F)(F)F.CCN(C(C)C)C(C)C.[C:59]1([CH2:65][S:66]([NH2:69])(=[O:68])=[O:67])[CH:64]=[CH:63][CH:62]=[CH:61][CH:60]=1.CCN=C=NCCCN(C)C.C1C=CC2N([OH:90])N=NC=2C=1. Given the product [CH2:65]([S:66]([NH:69][C:38]([CH:39]1[CH2:18][N:17]([C:4]2[C:3]([C:1]#[N:2])=[CH:8][C:7]([C:9]3[O:10][C:11]([CH2:14][CH3:15])=[CH:12][N:13]=3)=[C:6]([CH3:16])[N:5]=2)[CH2:22]1)=[O:90])(=[O:67])=[O:68])[C:59]1[CH:60]=[CH:61][CH:62]=[CH:63][CH:64]=1, predict the reactants needed to synthesize it.